Dataset: Reaction yield outcomes from USPTO patents with 853,638 reactions. Task: Predict the reaction yield, written as a fraction of the theoretical maximum amount of product (1.0 means a 100% yield; for example, 0.34 means a 34% yield). (1) The reactants are C[O:2][C:3]([C:5]1[CH:14]=[C:13]([O:15][CH2:16][C:17](=[O:30])[N:18]([C:20]2[CH:25]=[CH:24][CH:23]=[CH:22][C:21]=2[C:26]([O:28]C)=[O:27])[CH3:19])[C:12]2[C:7](=[CH:8][C:9]([Cl:32])=[C:10]([Cl:31])[CH:11]=2)[CH:6]=1)=[O:4].[Li+].[OH-]. No catalyst specified. The product is [C:26]([C:21]1[CH:22]=[CH:23][CH:24]=[CH:25][C:20]=1[N:18]([CH3:19])[C:17]([CH2:16][O:15][C:13]1[C:12]2[C:7](=[CH:8][C:9]([Cl:32])=[C:10]([Cl:31])[CH:11]=2)[CH:6]=[C:5]([C:3]([OH:4])=[O:2])[CH:14]=1)=[O:30])([OH:28])=[O:27]. The yield is 0.690. (2) The reactants are [CH3:1][N:2]([C:11]1[CH:12]=[CH:13][CH:14]=[C:15]2[C:19]=1[NH:18][C:17]([C:20]1[S:21][C:22]3([CH2:29][CH2:28][NH:27][CH2:26][CH2:25]3)[CH2:23][N:24]=1)=[CH:16]2)[S:3]([C:6]1[S:7][CH:8]=[CH:9][CH:10]=1)(=[O:5])=[O:4].[CH3:30][S:31](Cl)(=[O:33])=[O:32].C(N(CC)CC)C. The catalyst is O1CCCC1. The product is [CH3:1][N:2]([C:11]1[CH:12]=[CH:13][CH:14]=[C:15]2[C:19]=1[NH:18][C:17]([C:20]1[S:21][C:22]3([CH2:29][CH2:28][N:27]([S:31]([CH3:30])(=[O:33])=[O:32])[CH2:26][CH2:25]3)[CH2:23][N:24]=1)=[CH:16]2)[S:3]([C:6]1[S:7][CH:8]=[CH:9][CH:10]=1)(=[O:4])=[O:5]. The yield is 0.360. (3) The reactants are [CH3:1][C:2]1[CH:7]=[CH:6][C:5]([N:8]2[CH2:13][CH2:12][N:11]([C:14]([O:16][CH2:17][C@@H:18]3[CH2:23][CH2:22][CH2:21][N:20]([CH3:24])[CH2:19]3)=[O:15])[CH2:10][CH2:9]2)=[CH:4][CH:3]=1.CN1CCOCC1.ClC(OC1C=CC=CC=1[N+]([O-])=O)=O.Cl.Cl.CC1C=CC(N2CCNCC2)=CC=1.CCN(C(C)C)C(C)C. The catalyst is C(Cl)Cl.CN(C=O)C. The product is [CH3:1][C:2]1[CH:7]=[CH:6][C:5]([N:8]2[CH2:13][CH2:12][N:11]([C:14]([O:16][CH2:17][C@H:18]3[CH2:23][CH2:22][CH2:21][N:20]([CH3:24])[CH2:19]3)=[O:15])[CH2:10][CH2:9]2)=[CH:4][CH:3]=1. The yield is 0.135. (4) The reactants are [OH:1][C:2]1[CH:7]=[CH:6][C:5]([CH2:8][CH2:9][C:10]([O:12][CH3:13])=[O:11])=[CH:4][CH:3]=1.[CH3:14][N:15]1[C:19]([CH3:20])=[C:18]([C:21]2[CH:22]=[C:23]([CH2:27]O)[CH:24]=[CH:25][CH:26]=2)[C:17]([CH3:29])=[N:16]1.C(P(CCCC)CCCC)CCC.N(C(N1CCCCC1)=O)=NC(N1CCCCC1)=O. The catalyst is C1(C)C=CC=CC=1.CCCCCC. The product is [CH3:14][N:15]1[C:19]([CH3:20])=[C:18]([C:21]2[CH:22]=[C:23]([CH:24]=[CH:25][CH:26]=2)[CH2:27][O:1][C:2]2[CH:3]=[CH:4][C:5]([CH2:8][CH2:9][C:10]([O:12][CH3:13])=[O:11])=[CH:6][CH:7]=2)[C:17]([CH3:29])=[N:16]1. The yield is 0.540. (5) The reactants are [OH:1][C:2]([CH3:35])([CH3:34])[CH2:3][C@@:4]1([C:28]2[CH:33]=[CH:32][CH:31]=[CH:30][CH:29]=2)[O:9][C:8](=[O:10])[N:7]([C@H:11]([C:13]2[CH:18]=[CH:17][C:16](B3OC(C)(C)C(C)(C)O3)=[CH:15][CH:14]=2)[CH3:12])[CH2:6][CH2:5]1.[CH3:36][N:37]([CH3:50])[C:38]([C:40]1([C:43]2[CH:48]=[CH:47][CH:46]=[C:45](Br)[N:44]=2)[CH2:42][CH2:41]1)=[O:39]. No catalyst specified. The product is [CH3:36][N:37]([CH3:50])[C:38]([C:40]1([C:43]2[CH:48]=[CH:47][CH:46]=[C:45]([C:16]3[CH:17]=[CH:18][C:13]([C@@H:11]([N:7]4[CH2:6][CH2:5][C@:4]([CH2:3][C:2]([OH:1])([CH3:35])[CH3:34])([C:28]5[CH:33]=[CH:32][CH:31]=[CH:30][CH:29]=5)[O:9][C:8]4=[O:10])[CH3:12])=[CH:14][CH:15]=3)[N:44]=2)[CH2:42][CH2:41]1)=[O:39]. The yield is 0.660. (6) The reactants are [OH:1][CH:2]([C:19]1[CH:24]=[CH:23][CH:22]=[CH:21][C:20]=1[O:25][CH3:26])[CH2:3][O:4][C:5]1[CH:18]=[CH:17][C:8](/[CH:9]=[C:10]2/[C:11](=[O:16])[NH:12][C:13](=[O:15])[S:14]/2)=[CH:7][CH:6]=1.N1C=CC=CC=1C1C=CC=CN=1.[BH4-].[Na+].[BH4-]. The catalyst is C1COCC1.[Co](Cl)Cl.CC(O)=O.O. The product is [OH:1][CH:2]([C:19]1[CH:24]=[CH:23][CH:22]=[CH:21][C:20]=1[O:25][CH3:26])[CH2:3][O:4][C:5]1[CH:18]=[CH:17][C:8]([CH2:9][CH:10]2[S:14][C:13](=[O:15])[NH:12][C:11]2=[O:16])=[CH:7][CH:6]=1. The yield is 0.630. (7) The reactants are [CH3:1][O:2][C:3]1[CH:8]=[CH:7][C:6]([S:9]([N:12]2[C:20]3[C:15](=[CH:16][CH:17]=[CH:18][CH:19]=3)[C:14]([C:21]#[N:22])=[CH:13]2)(=[O:11])=[O:10])=[CH:5][C:4]=1[N:23]1[CH2:28][CH2:27][NH:26][CH2:25][CH2:24]1.[C:29]([BH3-])#N.[Na+].C=O.C(=O)([O-])[O-].[Na+].[Na+]. The catalyst is CO.C(O)(=O)C.O. The product is [CH3:1][O:2][C:3]1[CH:8]=[CH:7][C:6]([S:9]([N:12]2[C:20]3[C:15](=[CH:16][CH:17]=[CH:18][CH:19]=3)[C:14]([C:21]#[N:22])=[CH:13]2)(=[O:10])=[O:11])=[CH:5][C:4]=1[N:23]1[CH2:28][CH2:27][N:26]([CH3:29])[CH2:25][CH2:24]1. The yield is 0.490. (8) The reactants are [H-].[Na+].[CH3:3][O:4][C:5]1[CH:6]=[C:7]([S:13]([N:16]2[CH:20]=[CH:19][C:18]([CH:21]=O)=[CH:17]2)(=[O:15])=[O:14])[CH:8]=[CH:9][C:10]=1[O:11][CH3:12].C(OP([CH2:31]/[CH:32]=[CH:33]/[C:34]([O:36][CH2:37][CH3:38])=[O:35])(OCC)=O)C.C([O-])(O)=O.[Na+]. The catalyst is COCCOC.CCOC(C)=O. The product is [CH3:3][O:4][C:5]1[CH:6]=[C:7]([S:13]([N:16]2[CH:20]=[CH:19][C:18]([CH:21]=[CH:31][CH:32]=[CH:33][C:34]([O:36][CH2:37][CH3:38])=[O:35])=[CH:17]2)(=[O:14])=[O:15])[CH:8]=[CH:9][C:10]=1[O:11][CH3:12]. The yield is 0.430. (9) The reactants are [CH:1]([C:4]1[C:9](=[O:10])[N:8]2[N:11]=[CH:12][C:13]([C:14]#[N:15])=[C:7]2[NH:6][C:5]=1C1C=NNC=1)([CH3:3])[CH3:2].[F:21][C:22]1[N:26]([CH:27]([CH3:29])[CH3:28])[N:25]=[CH:24][C:23]=1B1OC(C)(C)C(C)(C)O1. No catalyst specified. The product is [F:21][C:22]1[N:26]([CH:27]([CH3:28])[CH3:29])[N:25]=[CH:24][C:23]=1[C:5]1[NH:6][C:7]2[N:8]([N:11]=[CH:12][C:13]=2[C:14]#[N:15])[C:9](=[O:10])[C:4]=1[CH:1]([CH3:3])[CH3:2]. The yield is 0.140. (10) The reactants are [NH2:1][C:2]1[C:11]2[C:6](=[C:7](Br)[CH:8]=[CH:9][CH:10]=2)[N:5]=[N:4][C:3]=1[C:13]([NH:15][CH2:16][CH2:17][CH3:18])=[O:14].[CH3:19][O:20][C:21]1[CH:26]=[CH:25][C:24]([CH3:27])=[CH:23][C:22]=1B(O)O. No catalyst specified. The product is [NH2:1][C:2]1[C:11]2[C:6](=[C:7]([C:22]3[CH:23]=[C:24]([CH3:27])[CH:25]=[CH:26][C:21]=3[O:20][CH3:19])[CH:8]=[CH:9][CH:10]=2)[N:5]=[N:4][C:3]=1[C:13]([NH:15][CH2:16][CH2:17][CH3:18])=[O:14]. The yield is 0.830.